This data is from Catalyst prediction with 721,799 reactions and 888 catalyst types from USPTO. The task is: Predict which catalyst facilitates the given reaction. (1) Reactant: [NH2:1][C:2]1[O:6][N:5]=[C:4]([CH3:7])[C:3]=1[CH3:8].N1C=CC=CC=1.Cl[C:16]([O:18][C:19]1[CH:24]=[CH:23][CH:22]=[CH:21][CH:20]=1)=[O:17]. Product: [CH3:7][C:4]1[C:3]([CH3:8])=[C:2]([NH:1][C:16](=[O:17])[O:18][C:19]2[CH:24]=[CH:23][CH:22]=[CH:21][CH:20]=2)[O:6][N:5]=1. The catalyst class is: 56. (2) Reactant: [F:1][C:2]1[CH:7]=[CH:6][C:5]([C@H:8]([CH2:28][CH2:29][N:30]2[CH2:33][CH:32]([N:34]3[CH2:39][CH2:38]C(F)C[CH2:35]3)[CH2:31]2)[CH2:9][N:10]([CH3:27])[C:11](=[O:26])[C:12]2[CH:17]=[C:16]([C:18](F)(F)F)[CH:15]=[C:14]([C:22](F)(F)F)[CH:13]=2)=[CH:4][CH:3]=1.Cl.Cl.N1[CH2:46][CH:45](N2CCOCC2)[CH2:44]1.CC[N:55](C(C)C)C(C)C.C(O[BH-](O[C:72](=[O:74])C)OC(=O)C)(=O)C.[Na+]. Product: [C:22]([C:14]1[CH:13]=[C:12]([C:11]([N:10]([CH2:9][C@H:8]([C:5]2[CH:4]=[CH:3][C:2]([F:1])=[CH:7][CH:6]=2)[CH2:28][CH2:29][N:30]2[CH2:33][CH:32]([N:34]3[CH2:39][CH2:38][O:74][CH2:72][CH2:35]3)[CH2:31]2)[CH3:27])=[O:26])[C:17]2[CH2:44][CH2:45][CH2:46][CH2:18][C:16]=2[CH:15]=1)#[N:55]. The catalyst class is: 2.